Dataset: Reaction yield outcomes from USPTO patents with 853,638 reactions. Task: Predict the reaction yield, written as a fraction of the theoretical maximum amount of product (1.0 means a 100% yield; for example, 0.34 means a 34% yield). (1) The reactants are [CH2:1]([O:8][C:9]1[C:14]([CH2:15][N:16]2[CH2:25][CH2:24][C:23]3[C:18](=[C:19]([Cl:28])[C:20](Br)=[CH:21][C:22]=3[Cl:26])[C:17]2=[O:29])=[C:13]([CH3:30])[CH:12]=[C:11]([CH3:31])[N:10]=1)[C:2]1[CH:7]=[CH:6][CH:5]=[CH:4][CH:3]=1.[Si]([O:39][C:40]([O:42][CH3:43])=[CH2:41])(C(C)(C)C)(C)C.[F-].[Li+]. The catalyst is CN(C)C=O.CC(C)([P](C(C)(C)C)([Pd][P](C(C)(C)C)(C(C)(C)C)C(C)(C)C)C(C)(C)C)C. The product is [CH2:1]([O:8][C:9]1[C:14]([CH2:15][N:16]2[CH2:25][CH2:24][C:23]3[C:18](=[C:19]([Cl:28])[C:20]([CH2:41][C:40]([O:42][CH3:43])=[O:39])=[CH:21][C:22]=3[Cl:26])[C:17]2=[O:29])=[C:13]([CH3:30])[CH:12]=[C:11]([CH3:31])[N:10]=1)[C:2]1[CH:7]=[CH:6][CH:5]=[CH:4][CH:3]=1. The yield is 0.608. (2) The reactants are [H-].[Na+].[CH3:3][N:4]1[CH:8]=[N:7][C:6]([C:9]([O-:11])=[O:10])=[N:5]1.[CH3:12][Si:13]([CH2:16][CH2:17][O:18]CCl)([CH3:15])[CH3:14].[CH3:21]N(C=O)C. No catalyst specified. The product is [CH3:21][O:10][C:9]([C:6]1[N:7]=[CH:8][N:4]([CH2:3][O:18][CH2:17][CH2:16][Si:13]([CH3:15])([CH3:14])[CH3:12])[N:5]=1)=[O:11]. The yield is 0.410. (3) The reactants are NCC1C=NC=CC=1.[S:9]1[C:13]([CH2:14][NH2:15])=[CH:12][N:11]=[CH:10]1.[F:16][C:17]1([F:36])[CH2:19][CH:18]1[CH2:20][N:21]1[CH2:25][CH2:24][N:23]([C:26]2[S:27][C:28]([C:32]([OH:34])=O)=[C:29]([CH3:31])[N:30]=2)[C:22]1=[O:35]. No catalyst specified. The product is [F:36][C:17]1([F:16])[CH2:19][CH:18]1[CH2:20][N:21]1[CH2:25][CH2:24][N:23]([C:26]2[S:27][C:28]([C:32]([NH:15][CH2:14][C:13]3[S:9][CH:10]=[N:11][CH:12]=3)=[O:34])=[C:29]([CH3:31])[N:30]=2)[C:22]1=[O:35]. The yield is 0.680. (4) The reactants are [H-].[Na+].[N:3]1([CH2:8][CH2:9][OH:10])[CH:7]=[CH:6][N:5]=[CH:4]1.[C:11]([OH:14])(=[O:13])[CH3:12].[C:15](=O)(O)[O-].[Na+].O1[CH2:24][CH2:23][CH2:22]C1. No catalyst specified. The product is [N:3]1([CH2:8][CH2:9][O:10][CH2:12][C:11]([O:14][C:23]([CH3:22])([CH3:24])[CH3:15])=[O:13])[CH:7]=[CH:6][N:5]=[CH:4]1. The yield is 0.210. (5) The reactants are Cl[C:2]1[N:28]=[CH:27][C:5]2[C:6]3[N:10]([CH2:11][CH2:12][O:13][C:4]=2[CH:3]=1)[CH:9]=[C:8]([C:14]1[N:15]([C:19]2[CH:24]=[CH:23][C:22]([F:25])=[CH:21][C:20]=2[F:26])[N:16]=[CH:17][N:18]=1)[N:7]=3.[NH:29]1[CH2:36][CH2:35][CH2:34][C@H:30]1[C:31]([NH2:33])=[O:32].C(N(CC)CC)C.[NH4+].[Cl-]. The catalyst is CN1CCCC1=O.ClCCl. The product is [F:26][C:20]1[CH:21]=[C:22]([F:25])[CH:23]=[CH:24][C:19]=1[N:15]1[C:14]([C:8]2[N:7]=[C:6]3[C:5]4[CH:27]=[N:28][C:2]([N:29]5[CH2:36][CH2:35][CH2:34][C@H:30]5[C:31]([NH2:33])=[O:32])=[CH:3][C:4]=4[O:13][CH2:12][CH2:11][N:10]3[CH:9]=2)=[N:18][CH:17]=[N:16]1. The yield is 0.390. (6) The reactants are [F:1][C:2]1[CH:7]=[CH:6][C:5]([P:8](=[O:13])([CH:11]=[CH2:12])[CH:9]=[CH2:10])=[CH:4][CH:3]=1.[CH2:14]([NH2:21])[C:15]1[CH:20]=[CH:19][CH:18]=[CH:17][CH:16]=1. The catalyst is C1COCC1.O. The product is [CH2:14]([N:21]1[CH2:12][CH2:11][P:8](=[O:13])([C:5]2[CH:4]=[CH:3][C:2]([F:1])=[CH:7][CH:6]=2)[CH2:9][CH2:10]1)[C:15]1[CH:20]=[CH:19][CH:18]=[CH:17][CH:16]=1. The yield is 0.820. (7) The reactants are [NH2:1][C:2]1[N:19]=[CH:18][C:5]2[N:6]=[CH:7][N:8]=[C:9]([NH:10][C:11]3[CH:16]=[CH:15][CH:14]=[C:13]([Br:17])[CH:12]=3)[C:4]=2[CH:3]=1.[C:20](O)(=[O:23])[C:21]#[CH:22].Cl.CN(C)CCCN=C=NCC.C(OCC)(=O)C. The catalyst is N1C=CC=CC=1.CN(C=O)C.O. The product is [Br:17][C:13]1[CH:12]=[C:11]([NH:10][C:9]2[C:4]3[CH:3]=[C:2]([NH:1][C:20](=[O:23])[C:21]#[CH:22])[N:19]=[CH:18][C:5]=3[N:6]=[CH:7][N:8]=2)[CH:16]=[CH:15][CH:14]=1. The yield is 0.140. (8) The reactants are [O:1]=[C:2]1[NH:7][C:6](=[S:8])[N:5]([CH2:9][C:10]([OH:12])=[O:11])[C:4]2[CH2:13][CH2:14][CH2:15][C:3]1=2.[OH-].[Na+].C([O-])([O-])=O.[Na+].[Na+].[F:24][C:25]1[CH:32]=[CH:31][C:28]([CH2:29]Cl)=[CH:27][CH:26]=1.C(O)=O. The catalyst is O.C(O)(C)C. The product is [F:24][C:25]1[CH:32]=[CH:31][C:28]([CH2:29][S:8][C:6]2[N:5]([CH2:9][C:10]([OH:12])=[O:11])[C:4]3[CH2:13][CH2:14][CH2:15][C:3]=3[C:2](=[O:1])[N:7]=2)=[CH:27][CH:26]=1. The yield is 0.970.